Dataset: Full USPTO retrosynthesis dataset with 1.9M reactions from patents (1976-2016). Task: Predict the reactants needed to synthesize the given product. Given the product [Cl:8][C:4]1[CH:5]=[CH:6][CH:7]=[C:2]([N:9]2[CH2:13][CH2:12][CH2:11][CH2:10]2)[N:3]=1, predict the reactants needed to synthesize it. The reactants are: Cl[C:2]1[CH:7]=[CH:6][CH:5]=[C:4]([Cl:8])[N:3]=1.[NH:9]1[CH2:13][CH2:12][CH2:11][CH2:10]1.C([O-])([O-])=O.[Cs+].[Cs+].